Dataset: Forward reaction prediction with 1.9M reactions from USPTO patents (1976-2016). Task: Predict the product of the given reaction. (1) The product is: [Cl:1][C:2]1[C:10]2[N:9]=[C:8]([O:11][C:12]3[C:17]([CH3:18])=[CH:16][C:15]([Cl:19])=[CH:14][C:13]=3[Cl:20])[N:7]([CH3:21])[C:6]=2[C:5]([CH:22]([CH2:25][CH3:26])[CH:23]=[O:24])=[CH:4][CH:3]=1. Given the reactants [Cl:1][C:2]1[C:10]2[N:9]=[C:8]([O:11][C:12]3[C:17]([CH3:18])=[CH:16][C:15]([Cl:19])=[CH:14][C:13]=3[Cl:20])[N:7]([CH3:21])[C:6]=2[C:5]([CH:22]([CH2:25][CH3:26])[CH2:23][OH:24])=[CH:4][CH:3]=1.CC(OI1(OC(C)=O)(OC(C)=O)OC(=O)C2C=CC=CC1=2)=O.C(=O)([O-])O.[Na+], predict the reaction product. (2) Given the reactants C([O:8][C:9]1[N:14]2[N:15]=[C:16]([CH3:23])[C:17]([C:18]([O:20][CH2:21][CH3:22])=[O:19])=[C:13]2[CH:12]=[C:11]([CH3:24])[CH:10]=1)C1C=CC=CC=1.C1CCCCC=1, predict the reaction product. The product is: [OH:8][C:9]1[N:14]2[N:15]=[C:16]([CH3:23])[C:17]([C:18]([O:20][CH2:21][CH3:22])=[O:19])=[C:13]2[CH:12]=[C:11]([CH3:24])[CH:10]=1. (3) The product is: [CH3:21][C:22]([NH:29][C:5]1[C:4]2[CH:3]=[CH:2][N:1]([C:11]([O:13][CH2:14][C:15]3[CH:20]=[CH:19][CH:18]=[CH:17][CH:16]=3)=[O:12])[C:9]=2[CH:8]=[CH:7][N:6]=1)([CH2:24][C:25]([CH3:28])([CH3:27])[CH3:26])[CH3:23]. Given the reactants [N:1]1([C:11]([O:13][CH2:14][C:15]2[CH:20]=[CH:19][CH:18]=[CH:17][CH:16]=2)=[O:12])[C:9]2[CH:8]=[CH:7][N+:6]([O-])=[CH:5][C:4]=2[CH:3]=[CH:2]1.[CH3:21][C:22]([NH2:29])([CH2:24][C:25]([CH3:28])([CH3:27])[CH3:26])[CH3:23].C1(C)C=CC(S(Cl)(=O)=O)=CC=1, predict the reaction product.